Dataset: Full USPTO retrosynthesis dataset with 1.9M reactions from patents (1976-2016). Task: Predict the reactants needed to synthesize the given product. (1) Given the product [N+:20]([C:17]1[CH:18]=[CH:19][C:14]([N:11]2[CH2:12][CH2:13][NH:8][CH2:9][CH2:10]2)=[C:15]([C:23]2[CH2:28][C:27]([CH3:30])([CH3:29])[CH2:26][C:25]([CH3:32])([CH3:31])[CH:24]=2)[CH:16]=1)([O-:22])=[O:21], predict the reactants needed to synthesize it. The reactants are: C(OC([N:8]1[CH2:13][CH2:12][N:11]([C:14]2[CH:19]=[CH:18][C:17]([N+:20]([O-:22])=[O:21])=[CH:16][C:15]=2[C:23]2[CH2:28][C:27]([CH3:30])([CH3:29])[CH2:26][C:25]([CH3:32])([CH3:31])[CH:24]=2)[CH2:10][CH2:9]1)=O)(C)(C)C.FC(F)(F)C(O)=O.C(=O)([O-])O.[Na+]. (2) Given the product [CH3:1][O:2][C:3]([C@H:5]1[CH2:10][CH2:9][C@H:8]([CH2:11][NH:12][C:20](=[O:21])[C:19]2[CH:29]=[CH:28][CH:27]=[CH:26][C:25]=2[NH2:24])[CH2:7][CH2:6]1)=[O:4], predict the reactants needed to synthesize it. The reactants are: [CH3:1][O:2][C:3]([C@H:5]1[CH2:10][CH2:9][C@H:8]([CH2:11][NH2:12])[CH2:7][CH2:6]1)=[O:4].C([O-])([O-])=O.[K+].[K+].[C:19]12[C:25](=[CH:26][CH:27]=[CH:28][CH:29]=1)[NH:24]C(=O)O[C:20]2=[O:21]. (3) Given the product [CH3:25][C:22]1[N:21]=[CH:20][C:19]([N:9]2[CH:10]=[C:11]([C:13]3[CH:18]=[CH:17][CH:16]=[CH:15][N:14]=3)[N:12]=[C:8]2[C:5]2[CH:6]=[CH:7][C:2]([N:35]3[C:36]4[C:37](=[N:42][CH:39]=[CH:40][CH:41]=4)[CH:38]=[CH:43]3)=[CH:3][CH:4]=2)=[CH:24][CH:23]=1, predict the reactants needed to synthesize it. The reactants are: I[C:2]1[CH:7]=[CH:6][C:5]([C:8]2[N:9]([C:19]3[CH:20]=[N:21][C:22]([CH3:25])=[CH:23][CH:24]=3)[CH:10]=[C:11]([C:13]3[CH:18]=[CH:17][CH:16]=[CH:15][N:14]=3)[N:12]=2)=[CH:4][CH:3]=1.[O-]P([O-])([O-])=O.[K+].[K+].[K+].C[N:35]([CH3:43])[C@@H:36]1[CH2:41][CH2:40][CH2:39][CH2:38][C@H:37]1[NH2:42]. (4) Given the product [NH2:1][C:2]1[C:11]2[N:10]=[CH:9][C:8](=[O:12])[NH:7][C:6]=2[N:5]=[C:4]([S:33][CH2:32][C:26]2[CH:27]=[CH:28][C:29]([O:30][CH3:31])=[C:24]([Cl:23])[CH:25]=2)[N:3]=1, predict the reactants needed to synthesize it. The reactants are: [NH2:1][C:2]1[C:11]2[N:10]=[CH:9][C:8](=[O:12])[NH:7][C:6]=2[N:5]=[C:4](S(CC2C=CC=CC=2)(=O)=O)[N:3]=1.[Cl:23][C:24]1[CH:25]=[C:26]([CH2:32][SH:33])[CH:27]=[CH:28][C:29]=1[O:30][CH3:31]. (5) Given the product [ClH:1].[Cl:1][C:2]1[CH:3]=[C:4]([O:24][CH3:25])[C:5]([O:22][CH3:23])=[C:6]([CH:8]([NH:10][C:11]2[CH:16]=[C:15]([N:30]3[CH2:31][CH2:32][N:27]([CH3:26])[CH2:28][CH2:29]3)[CH:14]=[CH:13][C:12]=2[S:18]([CH3:21])(=[O:20])=[O:19])[CH3:9])[CH:7]=1, predict the reactants needed to synthesize it. The reactants are: [Cl:1][C:2]1[CH:3]=[C:4]([O:24][CH3:25])[C:5]([O:22][CH3:23])=[C:6]([CH:8]([NH:10][C:11]2[CH:16]=[C:15](F)[CH:14]=[CH:13][C:12]=2[S:18]([CH3:21])(=[O:20])=[O:19])[CH3:9])[CH:7]=1.[CH3:26][N:27]1[CH2:32][CH2:31][NH:30][CH2:29][CH2:28]1.C(N(CC)C(C)C)(C)C. (6) Given the product [CH3:1][O:2][C:3](=[O:16])/[CH:4]=[CH:5]/[C:6]1[CH:11]=[CH:10][C:9]([N+:12]([O-:14])=[O:13])=[CH:8][C:7]=1[O:15][CH2:20][CH2:19][O:18][CH3:17], predict the reactants needed to synthesize it. The reactants are: [CH3:1][O:2][C:3](=[O:16])[CH:4]=[CH:5][C:6]1[CH:11]=[CH:10][C:9]([N+:12]([O-:14])=[O:13])=[CH:8][C:7]=1[OH:15].[CH3:17][O:18][CH2:19][CH2:20]O.CCOC(/N=N/C(OCC)=O)=O.C1(P(C2C=CC=CC=2)C2C=CC=CC=2)C=CC=CC=1. (7) Given the product [C:31]([O:35][C:36]([N:38]1[C:46]2[C:41](=[CH:42][CH:43]=[C:44]([CH2:3][CH2:4][CH2:5][CH2:6][CH2:7][CH2:8][CH2:9][CH3:10])[CH:45]=2)[C:40]([CH2:48][OH:49])=[CH:39]1)=[O:37])([CH3:34])([CH3:33])[CH3:32], predict the reactants needed to synthesize it. The reactants are: B([O-])O[CH2:3][CH2:4][CH2:5][CH2:6][CH2:7][CH2:8][CH2:9][CH3:10].C=CCCCCCC.B1C2CCCC1CCC2.[OH-].[Na+].[C:31]([O:35][C:36]([N:38]1[C:46]2[C:41](=[CH:42][CH:43]=[C:44](Br)[CH:45]=2)[C:40]([CH2:48][OH:49])=[CH:39]1)=[O:37])([CH3:34])([CH3:33])[CH3:32]. (8) Given the product [CH3:1][O:2][C:3]1[CH:23]=[C:22]([O:24][CH3:25])[CH:21]=[CH:20][C:4]=1[CH2:5][NH:6][C:7]1[C:8]2[C:9](=[C:13]([C:16]([OH:18])=[O:17])[S:14][CH:15]=2)[N:10]=[CH:11][N:12]=1, predict the reactants needed to synthesize it. The reactants are: [CH3:1][O:2][C:3]1[CH:23]=[C:22]([O:24][CH3:25])[CH:21]=[CH:20][C:4]=1[CH2:5][NH:6][C:7]1[C:8]2[C:9](=[C:13]([C:16]([O:18]C)=[O:17])[S:14][CH:15]=2)[N:10]=[CH:11][N:12]=1.O1CCCC1.O.[OH-].[Li+].